From a dataset of Reaction yield outcomes from USPTO patents with 853,638 reactions. Predict the reaction yield, written as a fraction of the theoretical maximum amount of product (1.0 means a 100% yield; for example, 0.34 means a 34% yield). (1) The reactants are [Cl:1][C:2]1[CH:3]=[C:4]([OH:12])[CH:5]=[C:6]([F:11])[C:7]=1[N+:8]([O-:10])=[O:9].C(=O)([O-])[O-].[Cs+].[Cs+].Cl.Cl[CH2:21][C:22]1[CH:27]=[CH:26][C:25]([CH3:28])=[CH:24][N:23]=1. The catalyst is CN(C=O)C. The product is [Cl:1][C:2]1[CH:3]=[C:4]([CH:5]=[C:6]([F:11])[C:7]=1[N+:8]([O-:10])=[O:9])[O:12][CH2:21][C:22]1[CH:27]=[CH:26][C:25]([CH3:28])=[CH:24][N:23]=1. The yield is 0.740. (2) The reactants are [NH:1]1[C:5]2[CH:6]=[CH:7][CH:8]=[CH:9][C:4]=2[NH:3][C:2]1=[C:10]([C:13]#[N:14])[C:11]#[N:12].Br[CH2:16][CH2:17][CH2:18][O:19][Si:20]([C:23]([CH3:26])([CH3:25])[CH3:24])([CH3:22])[CH3:21].C(=O)([O-])[O-].[K+].[K+]. The catalyst is CN(C=O)C. The product is [Si:20]([O:19][CH2:18][CH2:17][CH2:16][N:1]1[C:5]2[CH:6]=[CH:7][CH:8]=[CH:9][C:4]=2[NH:3][C:2]1=[C:10]([C:13]#[N:14])[C:11]#[N:12])([C:23]([CH3:24])([CH3:25])[CH3:26])([CH3:22])[CH3:21]. The yield is 0.222. (3) The reactants are Cl.[F:2][C:3]1[CH:10]=[CH:9][CH:8]=[C:7]([O:11][CH2:12][CH:13]2[CH2:18][CH2:17][NH:16][CH2:15][CH2:14]2)[C:4]=1[C:5]#[N:6].[I:19][C:20]1[CH:28]=[CH:27][CH:26]=[CH:25][C:21]=1[C:22](Cl)=[O:23].C(N(CC)CC)C. No catalyst specified. The product is [I:19][C:20]1[CH:28]=[CH:27][CH:26]=[CH:25][C:21]=1[C:22]([N:16]1[CH2:17][CH2:18][CH:13]([CH2:12][O:11][C:7]2[CH:8]=[CH:9][CH:10]=[C:3]([F:2])[C:4]=2[C:5]#[N:6])[CH2:14][CH2:15]1)=[O:23]. The yield is 0.980.